Dataset: Full USPTO retrosynthesis dataset with 1.9M reactions from patents (1976-2016). Task: Predict the reactants needed to synthesize the given product. Given the product [OH:8][C:9]1[CH:14]=[CH:13][CH:12]=[CH:11][C:10]=1[N:15]1[C:19]2[CH:20]=[CH:21][CH:22]=[CH:23][C:18]=2[C:17](=[N:24][C:25]2[CH:30]=[CH:29][CH:28]=[C:27]([C:31]([F:34])([F:32])[F:33])[CH:26]=2)[C:16]1=[O:35], predict the reactants needed to synthesize it. The reactants are: C([O:8][C:9]1[CH:14]=[CH:13][CH:12]=[CH:11][C:10]=1[N:15]1[C:19]2[CH:20]=[CH:21][CH:22]=[CH:23][C:18]=2[C:17](=[N:24][C:25]2[CH:30]=[CH:29][CH:28]=[C:27]([C:31]([F:34])([F:33])[F:32])[CH:26]=2)[C:16]1=[O:35])C1C=CC=CC=1.C([O-])=O.[NH4+].